Dataset: Forward reaction prediction with 1.9M reactions from USPTO patents (1976-2016). Task: Predict the product of the given reaction. (1) The product is: [C:1]([O:5][C:6]([N:8]1[CH2:13][CH2:12][N:11]([C:14]([C:16]2[C:24]3[C:19](=[CH:20][CH:21]=[CH:22][CH:23]=3)[N:18]([C:25]3[CH:30]=[CH:29][CH:28]=[CH:27][CH:26]=3)[C:17]=2[CH2:38][C:37]2[CH:40]=[C:33]([F:32])[CH:34]=[CH:35][C:36]=2[CH3:41])=[O:15])[CH2:10][CH2:9]1)=[O:7])([CH3:4])([CH3:3])[CH3:2]. Given the reactants [C:1]([O:5][C:6]([N:8]1[CH2:13][CH2:12][N:11]([C:14]([C:16]2[C:24]3[C:19](=[CH:20][CH:21]=[CH:22][CH:23]=3)[N:18]([C:25]3[CH:30]=[CH:29][CH:28]=[CH:27][CH:26]=3)[C:17]=2Cl)=[O:15])[CH2:10][CH2:9]1)=[O:7])([CH3:4])([CH3:3])[CH3:2].[F:32][C:33]1[CH:34]=[CH:35][C:36]([CH3:41])=[C:37]([CH:40]=1)[CH2:38]Br, predict the reaction product. (2) Given the reactants Br[C:2]1[CH:7]=[CH:6][C:5]([CH2:8][C:9]([F:12])([F:11])[F:10])=[CH:4][CH:3]=1.Cl.[CH3:14][O:15][C:16]([C:18]1[CH:19]=[C:20](B(O)O)[CH:21]=[N:22][CH:23]=1)=[O:17].C(=O)([O-])[O-].[K+].[K+].[F-].[K+], predict the reaction product. The product is: [F:10][C:9]([F:12])([F:11])[CH2:8][C:5]1[CH:6]=[CH:7][C:2]([C:20]2[CH:21]=[N:22][CH:23]=[C:18]([CH:19]=2)[C:16]([O:15][CH3:14])=[O:17])=[CH:3][CH:4]=1. (3) Given the reactants [CH:1]1([CH2:4][O:5][C:6]2[N:11]=[C:10]([C:12]([OH:14])=O)[CH:9]=[CH:8][C:7]=2[N:15]2[CH2:18][C:17]([F:20])([F:19])[CH2:16]2)[CH2:3][CH2:2]1.Cl.[NH2:22][CH:23]1[CH2:27][N:26]([CH3:28])[C:25](=[O:29])[CH2:24]1, predict the reaction product. The product is: [CH3:28][N:26]1[C:25](=[O:29])[CH2:24][CH:23]([NH:22][C:12]([C:10]2[CH:9]=[CH:8][C:7]([N:15]3[CH2:18][C:17]([F:20])([F:19])[CH2:16]3)=[C:6]([O:5][CH2:4][CH:1]3[CH2:2][CH2:3]3)[N:11]=2)=[O:14])[CH2:27]1. (4) Given the reactants [CH2:1]([CH2:3][NH2:4])[OH:2].Cl[C:6]([O:8][CH2:9][C:10]1[CH:15]=[CH:14][CH:13]=[CH:12][CH:11]=1)=[O:7], predict the reaction product. The product is: [CH2:9]([O:8][C:6](=[O:7])[NH:4][CH2:3][CH2:1][OH:2])[C:10]1[CH:15]=[CH:14][CH:13]=[CH:12][CH:11]=1. (5) The product is: [C:1]([C:3]1[C:12]2[C:7](=[C:8]([F:15])[C:9]([OH:13])=[CH:10][CH:11]=2)[CH:6]=[C:5]([C:16]2[S:17][C:18]([C:22]([OH:24])=[O:23])=[C:19]([CH3:21])[N:20]=2)[CH:4]=1)#[N:2]. Given the reactants [C:1]([C:3]1[C:12]2[C:7](=[C:8]([F:15])[C:9]([O:13]C)=[CH:10][CH:11]=2)[CH:6]=[C:5]([C:16]2[S:17][C:18]([C:22]([OH:24])=[O:23])=[C:19]([CH3:21])[N:20]=2)[CH:4]=1)#[N:2].B(Br)(Br)Br.Cl, predict the reaction product. (6) Given the reactants [F:1][C:2]1[CH:3]=[C:4]([S:8]([N:11]([CH2:19][CH3:20])[C@@H:12]([CH2:17]O)[C:13]([O:15]C)=[O:14])(=[O:10])=[O:9])[CH:5]=[CH:6][CH:7]=1.[OH-].[Na+], predict the reaction product. The product is: [CH2:19]([N:11]([S:8]([C:4]1[CH:5]=[CH:6][CH:7]=[C:2]([F:1])[CH:3]=1)(=[O:10])=[O:9])[C:12](=[CH2:17])[C:13]([OH:15])=[O:14])[CH3:20]. (7) Given the reactants [F:1][C:2]1[CH:7]=[CH:6][C:5]([OH:8])=[CH:4][CH:3]=1.[CH2:9](O)[CH2:10][C:11]#[CH:12].C1(P(C2C=CC=CC=2)C2C=CC=CC=2)C=CC=CC=1.N(C(OCC)=O)=NC(OCC)=O, predict the reaction product. The product is: [F:1][C:2]1[CH:7]=[CH:6][C:5]([O:8][CH2:12][CH2:11][C:10]#[CH:9])=[CH:4][CH:3]=1.